This data is from Forward reaction prediction with 1.9M reactions from USPTO patents (1976-2016). The task is: Predict the product of the given reaction. (1) Given the reactants [NH2:1][C:2]1[CH:10]=[CH:9][CH:8]=[C:7]([O:11][CH3:12])[C:3]=1[C:4]([OH:6])=[O:5].[CH:13]([CH:15]=[CH2:16])=O, predict the reaction product. The product is: [CH3:12][O:11][C:7]1[C:3]([C:4]([OH:6])=[O:5])=[C:2]2[C:10]([CH:13]=[CH:15][CH:16]=[N:1]2)=[CH:9][CH:8]=1. (2) Given the reactants [F:1][C:2]1[CH:10]=[CH:9][CH:8]=[C:7]2[C:3]=1[CH2:4][CH2:5][NH:6]2.Cl.CN(C)CCCN=C=NCC.[Na].[CH3:24][O:25][C:26]1[CH:31]=[C:30]([Cl:32])[N:29]=[C:28]([CH2:33][C:34](O)=[O:35])[N:27]=1.Cl, predict the reaction product. The product is: [F:1][C:2]1[CH:10]=[CH:9][CH:8]=[C:7]2[C:3]=1[CH2:4][CH2:5][N:6]2[C:34](=[O:35])[CH2:33][C:28]1[N:27]=[C:26]([O:25][CH3:24])[CH:31]=[C:30]([Cl:32])[N:29]=1.